From a dataset of NCI-60 drug combinations with 297,098 pairs across 59 cell lines. Regression. Given two drug SMILES strings and cell line genomic features, predict the synergy score measuring deviation from expected non-interaction effect. (1) Drug 1: CC1=CC=C(C=C1)C2=CC(=NN2C3=CC=C(C=C3)S(=O)(=O)N)C(F)(F)F. Drug 2: CCN(CC)CCCC(C)NC1=C2C=C(C=CC2=NC3=C1C=CC(=C3)Cl)OC. Cell line: OVCAR-5. Synergy scores: CSS=29.0, Synergy_ZIP=-6.88, Synergy_Bliss=0.868, Synergy_Loewe=0.971, Synergy_HSA=1.55. (2) Drug 1: C1=C(C(=O)NC(=O)N1)N(CCCl)CCCl. Drug 2: CCN(CC)CCCC(C)NC1=C2C=C(C=CC2=NC3=C1C=CC(=C3)Cl)OC. Cell line: LOX IMVI. Synergy scores: CSS=39.8, Synergy_ZIP=-16.4, Synergy_Bliss=-8.58, Synergy_Loewe=-5.35, Synergy_HSA=-4.67. (3) Drug 1: CN(C)N=NC1=C(NC=N1)C(=O)N. Drug 2: CCCCCOC(=O)NC1=NC(=O)N(C=C1F)C2C(C(C(O2)C)O)O. Cell line: IGROV1. Synergy scores: CSS=3.42, Synergy_ZIP=-4.08, Synergy_Bliss=-4.14, Synergy_Loewe=-14.3, Synergy_HSA=-4.01.